Dataset: Reaction yield outcomes from USPTO patents with 853,638 reactions. Task: Predict the reaction yield, written as a fraction of the theoretical maximum amount of product (1.0 means a 100% yield; for example, 0.34 means a 34% yield). The reactants are [F:1][C:2]1[CH:7]=[CH:6][CH:5]=[CH:4][C:3]=1[CH2:8][C:9]([O:11][C@H:12]([C:14]1[CH:19]=[CH:18][CH:17]=[CH:16][CH:15]=1)[CH3:13])=[O:10].[CH2:20]1[CH2:30][CH2:29][N:28]2C(=NC[CH2:26][CH2:27]2)CC1.C(Br)(Br)(Br)Br.N1CCCCC1. The catalyst is C1COCC1.C(OCC)C.C1(C)C=CC=CC=1. The product is [F:1][C:2]1[CH:7]=[CH:6][CH:5]=[CH:4][C:3]=1[C@@H:8]([N:28]1[CH2:27][CH2:26][CH2:20][CH2:30][CH2:29]1)[C:9]([O:11][C@H:12]([C:14]1[CH:15]=[CH:16][CH:17]=[CH:18][CH:19]=1)[CH3:13])=[O:10]. The yield is 0.110.